This data is from Catalyst prediction with 721,799 reactions and 888 catalyst types from USPTO. The task is: Predict which catalyst facilitates the given reaction. (1) The catalyst class is: 36. Product: [ClH:27].[ClH:27].[NH2:19][C@@H:17]1[CH2:18][C@H:16]1[C:13]1[CH:12]=[CH:11][C:10]([C:8]([NH:7][C:5]2[CH:4]=[N:3][N:2]([CH3:1])[CH:6]=2)=[O:9])=[CH:15][CH:14]=1. Reactant: [CH3:1][N:2]1[CH:6]=[C:5]([NH:7][C:8]([C:10]2[CH:15]=[CH:14][C:13]([C@@H:16]3[CH2:18][C@H:17]3[NH:19]C(=O)OC(C)(C)C)=[CH:12][CH:11]=2)=[O:9])[CH:4]=[N:3]1.[ClH:27].C(OCC)(=O)C. (2) Reactant: [N:1]1([CH:17]2[CH2:22][CH2:21][NH:20][CH2:19][CH2:18]2)[CH2:6][CH2:5][CH:4]([N:7]2[C@@H:11]3[CH2:12][CH2:13][CH2:14][CH2:15][C@H:10]3[NH:9][C:8]2=[O:16])[CH2:3][CH2:2]1.[C:23](O)(=[O:27])[CH2:24][CH2:25][CH3:26].CN(C(ON1N=NC2C=CC=NC1=2)=[N+](C)C)C.F[P-](F)(F)(F)(F)F.C(N(C(C)C)CC)(C)C. Product: [CH2:24]([C:23]([N:20]1[CH2:21][CH2:22][CH:17]([N:1]2[CH2:2][CH2:3][CH:4]([N:7]3[C@@H:11]4[CH2:12][CH2:13][CH2:14][CH2:15][C@H:10]4[NH:9][C:8]3=[O:16])[CH2:5][CH2:6]2)[CH2:18][CH2:19]1)=[O:27])[CH2:25][CH3:26]. The catalyst class is: 3.